The task is: Predict the reactants needed to synthesize the given product.. This data is from Full USPTO retrosynthesis dataset with 1.9M reactions from patents (1976-2016). (1) Given the product [Br:1][C:2]1[C:19]([O:20][CH3:21])=[CH:18][C:5]2[CH:6]=[CH:7][C:8]3[C:12]([C:4]=2[CH:3]=1)=[N:11][NH:10][C:9]=3[C:13]([O:15][CH2:16][CH3:17])=[O:14], predict the reactants needed to synthesize it. The reactants are: [Br:1][C:2]1[C:19]([O:20][CH3:21])=[CH:18][C:5]2[CH2:6][CH2:7][C:8]3[C:12]([C:4]=2[CH:3]=1)=[N:11][NH:10][C:9]=3[C:13]([O:15][CH2:16][CH3:17])=[O:14].C(C1C(=O)C(Cl)=C(Cl)C(=O)C=1C#N)#N. (2) Given the product [C:30]([N:26]1[CH2:25][CH:24]=[C:23]([C:22]#[C:21][C:19]2[CH:18]=[CH:17][C:5]3[N:6]=[C:7]([C:9]4[CH:10]=[C:11]([CH:14]=[CH:15][CH:16]=4)[C:12]#[N:13])[CH2:8][C:2](=[O:1])[NH:3][C:4]=3[CH:20]=2)[CH2:28][CH2:27]1)(=[O:31])[CH3:29], predict the reactants needed to synthesize it. The reactants are: [O:1]=[C:2]1[CH2:8][C:7]([C:9]2[CH:10]=[C:11]([CH:14]=[CH:15][CH:16]=2)[C:12]#[N:13])=[N:6][C:5]2[CH:17]=[CH:18][C:19]([C:21]#[C:22][C:23]3[CH2:24][CH2:25][NH:26][CH2:27][CH:28]=3)=[CH:20][C:4]=2[NH:3]1.[CH3:29][C:30](OC(C)=O)=[O:31]. (3) Given the product [CH3:33][C:28]1[CH:29]=[CH:30][CH:31]=[CH:32][C:27]=1[CH2:26][O:25][C:23]1[CH:22]=[C:8]([CH:7]=[C:6]([O:5][CH2:4][C:3]2[CH:34]=[CH:35][CH:36]=[CH:37][C:2]=2[CH3:1])[CH:24]=1)[C:9]([NH:11][C:12]1[N:17]=[CH:16][C:15]([C:18]([OH:20])=[O:19])=[CH:14][CH:13]=1)=[O:10], predict the reactants needed to synthesize it. The reactants are: [CH3:1][C:2]1[CH:37]=[CH:36][CH:35]=[CH:34][C:3]=1[CH2:4][O:5][C:6]1[CH:7]=[C:8]([CH:22]=[C:23]([O:25][CH2:26][C:27]2[CH:32]=[CH:31][CH:30]=[CH:29][C:28]=2[CH3:33])[CH:24]=1)[C:9]([NH:11][C:12]1[N:17]=[CH:16][C:15]([C:18]([O:20]C)=[O:19])=[CH:14][CH:13]=1)=[O:10].CO.O.[OH-].[Na+]. (4) Given the product [CH3:1][O:2][C:3](=[O:19])[C@@H:4]([NH:18][C:26](=[O:27])[C:25]1[CH:29]=[C:21]([Br:20])[CH:22]=[CH:23][C:24]=1[NH2:30])[CH2:5][C:6]1[CH:11]=[CH:10][C:9]([C:12]2[CH:17]=[CH:16][CH:15]=[CH:14][CH:13]=2)=[CH:8][CH:7]=1, predict the reactants needed to synthesize it. The reactants are: [CH3:1][O:2][C:3](=[O:19])[C@@H:4]([NH2:18])[CH2:5][C:6]1[CH:11]=[CH:10][C:9]([C:12]2[CH:17]=[CH:16][CH:15]=[CH:14][CH:13]=2)=[CH:8][CH:7]=1.[Br:20][C:21]1[CH:22]=[CH:23][C:24]([NH2:30])=[C:25]([CH:29]=1)[C:26](O)=[O:27]. (5) Given the product [CH3:1][O:2][C:3]1[CH:28]=[C:27]([O:29][CH3:30])[CH:26]=[CH:25][C:4]=1[CH2:5][NH:6][C:7]1[N:19]2[N:18]=[CH:17][N:16]=[C:15]2[C:14]2[C:9](=[C:10]3[O:22][C:21]([F:24])([F:23])[O:20][C:11]3=[CH:12][CH:13]=2)[N:8]=1, predict the reactants needed to synthesize it. The reactants are: [CH3:1][O:2][C:3]1[CH:28]=[C:27]([O:29][CH3:30])[CH:26]=[CH:25][C:4]=1[CH2:5][NH:6][C:7]1[N:16]2[CH:17]=[N:18][N:19]=[C:15]2[C:14]2[C:9](=[C:10]3[O:22][C:21]([F:24])([F:23])[O:20][C:11]3=[CH:12][CH:13]=2)[N:8]=1.C/C(/O[Si](C)(C)C)=N\[Si](C)(C)C.